This data is from HIV replication inhibition screening data with 41,000+ compounds from the AIDS Antiviral Screen. The task is: Binary Classification. Given a drug SMILES string, predict its activity (active/inactive) in a high-throughput screening assay against a specified biological target. (1) The compound is O=C(C=Cc1ccc(O)c(O)c1)OCCCc1ccccc1. The result is 0 (inactive). (2) The compound is BC(=O)NC(CC(C)C)C(=O)NCC(=O)NC1c2ccsc2C(=O)C1O.CN(C)C. The result is 0 (inactive). (3) The molecule is COC(=O)c1c(C)cccc1C1CN=NC12Cc1c(C)cccc1C2=O. The result is 1 (active). (4) The molecule is NC(=O)NN=C(CC1C(=O)Oc2ccccc21)c1ccccc1O. The result is 0 (inactive). (5) The drug is COc1ccc(N2C(=O)C3c4[nH]c5ccccc5c4C4CCC(c5ccccc5)CC4C3C2=O)cc1. The result is 0 (inactive). (6) The drug is Cn1c(=O)c(C(c2ccc([N+](=O)[O-])cc2)c2c(O)c3ccccc3n(C)c2=O)cc2ccccc21. The result is 0 (inactive). (7) The compound is N#Cc1nc(-c2cccnc2)oc1N. The result is 0 (inactive). (8) The drug is O=C1NC(=O)C(=Cc2cccnc2)C(=O)N1. The result is 0 (inactive).